Predict the product of the given reaction. From a dataset of Forward reaction prediction with 1.9M reactions from USPTO patents (1976-2016). (1) Given the reactants Br[CH2:2][C:3]1[C:4]([C:11]2[C:16]([C:17]([F:20])([F:19])[F:18])=[CH:15][CH:14]=[CH:13][C:12]=2[F:21])=[N:5][O:6][C:7]=1[CH:8]1[CH2:10][CH2:9]1.[CH3:22][O:23][C:24]([C:26]1[S:30][C:29]([C:31]2[CH:36]=[CH:35][C:34]([OH:37])=[CH:33][C:32]=2[CH3:38])=[N:28][C:27]=1[CH3:39])=[O:25].C(=O)([O-])[O-].[K+].[K+], predict the reaction product. The product is: [CH3:22][O:23][C:24]([C:26]1[S:30][C:29]([C:31]2[CH:36]=[CH:35][C:34]([O:37][CH2:2][C:3]3[C:4]([C:11]4[C:16]([C:17]([F:20])([F:19])[F:18])=[CH:15][CH:14]=[CH:13][C:12]=4[F:21])=[N:5][O:6][C:7]=3[CH:8]3[CH2:10][CH2:9]3)=[CH:33][C:32]=2[CH3:38])=[N:28][C:27]=1[CH3:39])=[O:25]. (2) Given the reactants Cl.ClC1C=CC(S[C:10]2[N:15]=[CH:14][N:13]=[C:12]([C@@H:16]([CH3:33])[C@@:17]([C:25]3[CH:30]=[CH:29][C:28]([F:31])=[CH:27][C:26]=3[F:32])([OH:24])[CH2:18][N:19]3[CH:23]=[N:22][CH:21]=[N:20]3)[C:11]=2[F:34])=CC=1.C([O-])=O.[NH4+], predict the reaction product. The product is: [F:32][C:26]1[CH:27]=[C:28]([F:31])[CH:29]=[CH:30][C:25]=1[C@@:17]([OH:24])([C@@H:16]([C:12]1[C:11]([F:34])=[CH:10][N:15]=[CH:14][N:13]=1)[CH3:33])[CH2:18][N:19]1[CH:23]=[N:22][CH:21]=[N:20]1. (3) Given the reactants [Cl:1][C:2]1[CH:31]=[C:30]([Cl:32])[CH:29]=[CH:28][C:3]=1[O:4][C:5]1[CH:10]=[CH:9][CH:8]=[CH:7][C:6]=1[NH:11][S:12]([C:15]1[CH:27]=[CH:26][C:18]([C:19]([NH:21][CH2:22][C:23](O)=[O:24])=[O:20])=[CH:17][CH:16]=1)(=[O:14])=[O:13].Cl.[CH3:34][O:35][C:36](=[O:43])[C@H:37]([CH2:39][C:40](=[O:42])[NH2:41])[NH2:38], predict the reaction product. The product is: [CH3:34][O:35][C:36](=[O:43])[C@@H:37]([NH:38][C:23](=[O:24])[CH2:22][NH:21][C:19](=[O:20])[C:18]1[CH:26]=[CH:27][C:15]([S:12](=[O:14])(=[O:13])[NH:11][C:6]2[CH:7]=[CH:8][CH:9]=[CH:10][C:5]=2[O:4][C:3]2[CH:28]=[CH:29][C:30]([Cl:32])=[CH:31][C:2]=2[Cl:1])=[CH:16][CH:17]=1)[CH2:39][C:40]([NH2:41])=[O:42].